This data is from NCI-60 drug combinations with 297,098 pairs across 59 cell lines. The task is: Regression. Given two drug SMILES strings and cell line genomic features, predict the synergy score measuring deviation from expected non-interaction effect. (1) Drug 1: C1C(C(OC1N2C=NC3=C(N=C(N=C32)Cl)N)CO)O. Drug 2: COC1=NC(=NC2=C1N=CN2C3C(C(C(O3)CO)O)O)N. Cell line: CAKI-1. Synergy scores: CSS=-8.51, Synergy_ZIP=2.58, Synergy_Bliss=-2.20, Synergy_Loewe=-7.85, Synergy_HSA=-7.81. (2) Drug 1: CC12CCC(CC1=CCC3C2CCC4(C3CC=C4C5=CN=CC=C5)C)O. Drug 2: CN1CCC(CC1)COC2=C(C=C3C(=C2)N=CN=C3NC4=C(C=C(C=C4)Br)F)OC. Cell line: OVCAR-4. Synergy scores: CSS=17.0, Synergy_ZIP=-3.38, Synergy_Bliss=0.411, Synergy_Loewe=-4.85, Synergy_HSA=3.15. (3) Drug 1: CS(=O)(=O)CCNCC1=CC=C(O1)C2=CC3=C(C=C2)N=CN=C3NC4=CC(=C(C=C4)OCC5=CC(=CC=C5)F)Cl. Drug 2: CS(=O)(=O)OCCCCOS(=O)(=O)C. Cell line: MOLT-4. Synergy scores: CSS=66.5, Synergy_ZIP=-2.36, Synergy_Bliss=-1.44, Synergy_Loewe=0.0314, Synergy_HSA=0.783. (4) Drug 1: C#CCC(CC1=CN=C2C(=N1)C(=NC(=N2)N)N)C3=CC=C(C=C3)C(=O)NC(CCC(=O)O)C(=O)O. Drug 2: COCCOC1=C(C=C2C(=C1)C(=NC=N2)NC3=CC=CC(=C3)C#C)OCCOC.Cl. Cell line: M14. Synergy scores: CSS=-5.53, Synergy_ZIP=0.830, Synergy_Bliss=-2.86, Synergy_Loewe=-3.06, Synergy_HSA=-5.23. (5) Drug 1: C1=NC2=C(N=C(N=C2N1C3C(C(C(O3)CO)O)O)F)N. Drug 2: B(C(CC(C)C)NC(=O)C(CC1=CC=CC=C1)NC(=O)C2=NC=CN=C2)(O)O. Cell line: NCI-H322M. Synergy scores: CSS=8.97, Synergy_ZIP=-5.46, Synergy_Bliss=-11.5, Synergy_Loewe=-76.2, Synergy_HSA=-14.4. (6) Drug 1: CCCS(=O)(=O)NC1=C(C(=C(C=C1)F)C(=O)C2=CNC3=C2C=C(C=N3)C4=CC=C(C=C4)Cl)F. Drug 2: C1=NC2=C(N=C(N=C2N1C3C(C(C(O3)CO)O)F)Cl)N. Cell line: COLO 205. Synergy scores: CSS=36.9, Synergy_ZIP=-8.42, Synergy_Bliss=-9.60, Synergy_Loewe=-10.9, Synergy_HSA=-5.87. (7) Drug 1: CCC1=CC2CC(C3=C(CN(C2)C1)C4=CC=CC=C4N3)(C5=C(C=C6C(=C5)C78CCN9C7C(C=CC9)(C(C(C8N6C)(C(=O)OC)O)OC(=O)C)CC)OC)C(=O)OC.C(C(C(=O)O)O)(C(=O)O)O. Drug 2: CN(CC1=CN=C2C(=N1)C(=NC(=N2)N)N)C3=CC=C(C=C3)C(=O)NC(CCC(=O)O)C(=O)O. Cell line: UACC62. Synergy scores: CSS=44.4, Synergy_ZIP=-5.26, Synergy_Bliss=-5.66, Synergy_Loewe=-4.60, Synergy_HSA=-1.66.